From a dataset of NCI-60 drug combinations with 297,098 pairs across 59 cell lines. Regression. Given two drug SMILES strings and cell line genomic features, predict the synergy score measuring deviation from expected non-interaction effect. Drug 1: CN1CCC(CC1)COC2=C(C=C3C(=C2)N=CN=C3NC4=C(C=C(C=C4)Br)F)OC. Drug 2: C(CN)CNCCSP(=O)(O)O. Cell line: MDA-MB-435. Synergy scores: CSS=-2.62, Synergy_ZIP=0.0267, Synergy_Bliss=-0.763, Synergy_Loewe=-3.49, Synergy_HSA=-3.08.